Dataset: Full USPTO retrosynthesis dataset with 1.9M reactions from patents (1976-2016). Task: Predict the reactants needed to synthesize the given product. (1) Given the product [OH:20][C@@H:19]([CH3:21])[C:18]([N:15]1[CH2:16][CH2:17][N:12]([C:4]2[CH:5]=[CH:6][C:7]([N+:9]([O-:11])=[O:10])=[CH:8][C:3]=2[O:2][CH3:1])[CH2:13][CH2:14]1)=[O:22], predict the reactants needed to synthesize it. The reactants are: [CH3:1][O:2][C:3]1[CH:8]=[C:7]([N+:9]([O-:11])=[O:10])[CH:6]=[CH:5][C:4]=1[N:12]1[CH2:17][CH2:16][NH:15][CH2:14][CH2:13]1.[C:18](O)(=[O:22])[C@H:19]([CH3:21])[OH:20].CCN(C(C)C)C(C)C.CN(C(ON1N=NC2C=CC=NC1=2)=[N+](C)C)C.F[P-](F)(F)(F)(F)F. (2) Given the product [F:17][C:16]([F:18])([O:4][C:3]([F:8])([F:5])[C:2]([F:7])([F:6])[F:1])[C:11]([C:12]([F:15])([F:14])[F:13])=[CH2:10], predict the reactants needed to synthesize it. The reactants are: [F:1][C:2]([F:7])([F:6])[C:3]([F:5])=[O:4].[F-:8].[K+].[CH2:10]=[C:11]([C:16](OS(F)(=O)=O)([F:18])[F:17])[C:12]([F:15])([F:14])[F:13].